This data is from Catalyst prediction with 721,799 reactions and 888 catalyst types from USPTO. The task is: Predict which catalyst facilitates the given reaction. (1) Reactant: [CH3:1][C:2]1[C:7](/[CH:8]=[C:9](\[CH3:13])/[C:10]([OH:12])=[O:11])=[C:6]([O:14]C)[C:5]([O:16][CH3:17])=[C:4]([O:18][CH3:19])[C:3]=1[O:20]C. Product: [CH3:19][O:18][C:4]1[C:3](=[O:20])[C:2]([CH3:1])=[C:7](/[CH:8]=[C:9](\[CH3:13])/[C:10]([OH:12])=[O:11])[C:6](=[O:14])[C:5]=1[O:16][CH3:17]. The catalyst class is: 28. (2) Reactant: [C:1]([NH:5][C:6]1[C:15]2[C:10](=[C:11]([NH2:16])[CH:12]=[CH:13][CH:14]=2)[N:9]=[CH:8][N:7]=1)([CH3:4])([CH3:3])[CH3:2].[CH3:17][C:18]1[C:26]([CH2:27][NH:28][C:29](=[O:34])[C:30]([CH3:33])([CH3:32])[CH3:31])=[CH:25][CH:24]=[C:23]([CH3:35])[C:19]=1[C:20](O)=[O:21].C(Cl)(=O)C(Cl)=O.CCN(C(C)C)C(C)C. Product: [C:1]([NH:5][C:6]1[C:15]2[C:10](=[C:11]([NH:16][C:20](=[O:21])[C:19]3[C:23]([CH3:35])=[CH:24][CH:25]=[C:26]([CH2:27][NH:28][C:29](=[O:34])[C:30]([CH3:31])([CH3:32])[CH3:33])[C:18]=3[CH3:17])[CH:12]=[CH:13][CH:14]=2)[N:9]=[CH:8][N:7]=1)([CH3:4])([CH3:2])[CH3:3]. The catalyst class is: 85. (3) The catalyst class is: 33. Product: [Cl:1][C:2]1[C:11]2[C:6](=[CH:7][CH:8]=[CH:9][CH:10]=2)[CH:5]=[CH:4][C:3]=1[NH2:12]. Reactant: [Cl:1][C:2]1[C:11]2[C:6](=[CH:7][CH:8]=[CH:9][CH:10]=2)[CH:5]=[CH:4][C:3]=1[NH:12]C(=O)C.C([O-])([O-])=O.[Na+].[Na+]. (4) Reactant: [Cl:1][C:2]1[CH:7]=[C:6]([C:8]2[CH:13]=[CH:12][CH:11]=[CH:10][C:9]=2[C:14]([F:17])([F:16])[F:15])[N:5]=[C:4]([NH:18][C:19]([C:21]2[O:25][N:24]=[C:23]([C:26]([CH3:29])([CH3:28])[CH3:27])[CH:22]=2)=[O:20])[C:3]=1[N+:30]([O-])=O.[Cl-].[NH4+]. Product: [NH2:30][C:3]1[C:4]([NH:18][C:19]([C:21]2[O:25][N:24]=[C:23]([C:26]([CH3:29])([CH3:28])[CH3:27])[CH:22]=2)=[O:20])=[N:5][C:6]([C:8]2[CH:13]=[CH:12][CH:11]=[CH:10][C:9]=2[C:14]([F:15])([F:16])[F:17])=[CH:7][C:2]=1[Cl:1]. The catalyst class is: 314. (5) Reactant: Br[C:2]1[CH:7]=[CH:6][C:5]([O:8][CH3:9])=[CH:4][CH:3]=1.ClC1C=CC(OC)=CC=1.[C:19]1([N:25](C2C=CC=CC=2)[C:26]2[CH:31]=[CH:30][CH:29]=[CH:28][CH:27]=2)[CH:24]=[CH:23][CH:22]=[CH:21][CH:20]=1.CC([O-])(C)C.[Na+]. Product: [CH3:9][O:8][C:5]1[CH:6]=[CH:7][C:2]([N:25]([C:26]2[CH:27]=[CH:28][CH:29]=[CH:30][CH:31]=2)[C:19]2[CH:24]=[CH:23][CH:22]=[CH:21][CH:20]=2)=[CH:3][CH:4]=1. The catalyst class is: 11. (6) Reactant: [Cl:1][C:2]1[CH:7]=[CH:6][CH:5]=[CH:4][C:3]=1[N:8]1[C:13]([C:14]#[N:15])=[CH:12][C:11]2[NH:16][N:17]=[C:18]([N:19]3C(=O)C4C(=CC=CC=4)C3=O)[C:10]=2[C:9]1=[O:30].O.NN.O. Product: [NH2:19][C:18]1[C:10]2[C:9](=[O:30])[N:8]([C:3]3[CH:4]=[CH:5][CH:6]=[CH:7][C:2]=3[Cl:1])[C:13]([C:14]#[N:15])=[CH:12][C:11]=2[NH:16][N:17]=1. The catalyst class is: 8.